From a dataset of NCI-60 drug combinations with 297,098 pairs across 59 cell lines. Regression. Given two drug SMILES strings and cell line genomic features, predict the synergy score measuring deviation from expected non-interaction effect. (1) Drug 2: CC1=C(N=C(N=C1N)C(CC(=O)N)NCC(C(=O)N)N)C(=O)NC(C(C2=CN=CN2)OC3C(C(C(C(O3)CO)O)O)OC4C(C(C(C(O4)CO)O)OC(=O)N)O)C(=O)NC(C)C(C(C)C(=O)NC(C(C)O)C(=O)NCCC5=NC(=CS5)C6=NC(=CS6)C(=O)NCCC[S+](C)C)O. Cell line: SK-MEL-28. Synergy scores: CSS=4.46, Synergy_ZIP=-0.942, Synergy_Bliss=1.04, Synergy_Loewe=-3.68, Synergy_HSA=-2.87. Drug 1: CS(=O)(=O)CCNCC1=CC=C(O1)C2=CC3=C(C=C2)N=CN=C3NC4=CC(=C(C=C4)OCC5=CC(=CC=C5)F)Cl. (2) Drug 1: C(=O)(N)NO. Drug 2: CN(C(=O)NC(C=O)C(C(C(CO)O)O)O)N=O. Cell line: CCRF-CEM. Synergy scores: CSS=21.0, Synergy_ZIP=2.23, Synergy_Bliss=-0.859, Synergy_Loewe=-13.7, Synergy_HSA=-0.111. (3) Drug 1: CC1=C(C(CCC1)(C)C)C=CC(=CC=CC(=CC(=O)O)C)C. Drug 2: C1CN(CCN1C(=O)CCBr)C(=O)CCBr. Cell line: UO-31. Synergy scores: CSS=5.44, Synergy_ZIP=-2.89, Synergy_Bliss=-2.47, Synergy_Loewe=-8.54, Synergy_HSA=-7.31.